From a dataset of Full USPTO retrosynthesis dataset with 1.9M reactions from patents (1976-2016). Predict the reactants needed to synthesize the given product. Given the product [O:2]=[S:3]1(=[O:17])[C:8]2[CH:9]=[N:10][CH:11]=[CH:12][C:7]=2[NH:6][C:5]([C:13]2[C:14](=[O:15])[N:29]([CH2:30][C:31]3[CH:32]=[CH:33][C:34]([F:37])=[CH:35][CH:36]=3)[C@@H:28]3[C@H:23]([C:21]=2[OH:20])[C@@H:24]2[CH2:38][C@H:27]3[CH2:26][CH2:25]2)=[N:4]1, predict the reactants needed to synthesize it. The reactants are: [Na].[O:2]=[S:3]1(=[O:17])[C:8]2[CH:9]=[N:10][CH:11]=[CH:12][C:7]=2[NH:6][C:5]([CH2:13][C:14]([O-])=[O:15])=[N:4]1.C([O:20][C:21]([C@H:23]1[C@@H:28]([NH:29][CH2:30][C:31]2[CH:36]=[CH:35][C:34]([F:37])=[CH:33][CH:32]=2)[C@H:27]2[CH2:38][C@@H:24]1[CH2:25][CH2:26]2)=O)C.C(N(CC)CC)C.